Dataset: Forward reaction prediction with 1.9M reactions from USPTO patents (1976-2016). Task: Predict the product of the given reaction. (1) Given the reactants [F:1][C:2]([F:14])([F:13])[C:3]([C:5]1[S:9][C:8]([C:10]([OH:12])=O)=[CH:7][CH:6]=1)=[O:4].C1N=CN(C(N2C=NC=C2)=O)C=1.[CH2:27]([O:29][C:30]1[CH:39]=[CH:38][CH:37]=[CH:36][C:31]=1[C:32]([NH:34][NH2:35])=O)[CH3:28], predict the reaction product. The product is: [CH2:27]([O:29][C:30]1[CH:39]=[CH:38][CH:37]=[CH:36][C:31]=1[C:32]1[O:12][C:10]([C:8]2[S:9][C:5]([C:3](=[O:4])[C:2]([F:1])([F:14])[F:13])=[CH:6][CH:7]=2)=[N:35][N:34]=1)[CH3:28]. (2) Given the reactants [Cl:1][C:2]1[C:3]([O:19][CH3:20])=[C:4]([N:8]2[C:12]([C:13]#[N:14])=[CH:11][C:10]([C:15]([F:18])([F:17])[F:16])=[N:9]2)[CH:5]=[CH:6][CH:7]=1.CCOCC.Cl.C(Cl)(Cl)Cl.CO, predict the reaction product. The product is: [ClH:1].[Cl:1][C:2]1[C:3]([O:19][CH3:20])=[C:4]([N:8]2[C:12]([CH2:13][NH2:14])=[CH:11][C:10]([C:15]([F:17])([F:18])[F:16])=[N:9]2)[CH:5]=[CH:6][CH:7]=1. (3) Given the reactants [Cl:1][C:2]1[C:3]([C:9]2[CH:14]=[CH:13][CH:12]=[C:11]([NH:15][CH2:16][C:17]3[CH:22]=[CH:21][CH:20]=[C:19]([F:23])[CH:18]=3)[N:10]=2)=[CH:4][C:5](F)=[N:6][CH:7]=1.[NH2:24][C@@H:25]1[CH2:29][CH2:28][C@H:27]([OH:30])[CH2:26]1.C(N(CC)CC)C, predict the reaction product. The product is: [Cl:1][C:2]1[C:3]([C:9]2[CH:14]=[CH:13][CH:12]=[C:11]([NH:15][CH2:16][C:17]3[CH:22]=[CH:21][CH:20]=[C:19]([F:23])[CH:18]=3)[N:10]=2)=[CH:4][C:5]([NH:24][C@@H:25]2[CH2:29][CH2:28][C@H:27]([OH:30])[CH2:26]2)=[N:6][CH:7]=1.